This data is from NCI-60 drug combinations with 297,098 pairs across 59 cell lines. The task is: Regression. Given two drug SMILES strings and cell line genomic features, predict the synergy score measuring deviation from expected non-interaction effect. Drug 1: CC1=C(C(CCC1)(C)C)C=CC(=CC=CC(=CC(=O)O)C)C. Drug 2: C(=O)(N)NO. Cell line: SNB-75. Synergy scores: CSS=0.900, Synergy_ZIP=-1.14, Synergy_Bliss=-3.22, Synergy_Loewe=-4.72, Synergy_HSA=-3.55.